Dataset: Forward reaction prediction with 1.9M reactions from USPTO patents (1976-2016). Task: Predict the product of the given reaction. (1) Given the reactants [F:1][C:2]1[CH:7]=[CH:6][C:5]([C:8]2[N:9]=[CH:10][N:11]3[C:20]=2[CH:19]=[C:18]2[C@@:13]([CH3:26])([C@@H:14]([CH2:21][CH:22](OC)O)[CH2:15][CH2:16][CH2:17]2)[CH2:12]3)=[CH:4][CH:3]=1.[C:27](=[O:34])([O:29][C:30]([CH3:33])([CH3:32])[CH3:31])[NH2:28].C([SiH](CC)CC)C.[F:42][C:43]([F:48])([F:47])[C:44]([OH:46])=[O:45], predict the reaction product. The product is: [F:1][C:2]1[CH:3]=[CH:4][C:5]([C:8]2[N:9]=[CH:10][N:11]3[C:20]=2[CH:19]=[C:18]2[C@@:13]([CH3:26])([C@@H:14]([CH2:21][CH2:22][NH:28][C:27](=[O:34])[O:29][C:30]([CH3:33])([CH3:32])[CH3:31])[CH2:15][CH2:16][CH2:17]2)[CH2:12]3)=[CH:6][CH:7]=1.[F:42][C:43]([F:48])([F:47])[C:44]([OH:46])=[O:45]. (2) Given the reactants CS[C:3]1[S:4]/[C:5](=[CH:9]\[C:10]2[CH:11]=[C:12]3[C:17](=[CH:18][CH:19]=2)[N:16]=[CH:15][CH:14]=[CH:13]3)/[C:6](=[O:8])[N:7]=1.[S:20]1[CH:24]=[CH:23][CH:22]=[C:21]1[CH2:25][CH2:26][NH2:27].CCN(C(C)C)C(C)C, predict the reaction product. The product is: [S:20]1[CH:24]=[CH:23][CH:22]=[C:21]1[CH2:25][CH2:26][NH:27][C:3]1[S:4]/[C:5](=[CH:9]\[C:10]2[CH:11]=[C:12]3[C:17](=[CH:18][CH:19]=2)[N:16]=[CH:15][CH:14]=[CH:13]3)/[C:6](=[O:8])[N:7]=1. (3) Given the reactants COP([CH2:7][C:8](=[O:23])[CH2:9][CH2:10][CH2:11][CH2:12][C:13]1[CH:22]=[CH:21][C:20]2[CH2:19][CH2:18][CH2:17][NH:16][C:15]=2[N:14]=1)(=O)OC.[CH:24]([C:26]1[CH:27]=[N:28][C:29]([CH3:32])=[N:30][CH:31]=1)=O.C([O-])([O-])=O.[K+].[K+], predict the reaction product. The product is: [CH3:32][C:29]1[N:30]=[CH:31][C:26]([CH:24]=[CH:7][C:8](=[O:23])[CH2:9][CH2:10][CH2:11][CH2:12][C:13]2[CH:22]=[CH:21][C:20]3[CH2:19][CH2:18][CH2:17][NH:16][C:15]=3[N:14]=2)=[CH:27][N:28]=1. (4) Given the reactants [CH3:1][O:2][C:3]1[CH:4]=[C:5]([C:11]2[N:16]=[C:15]([C:17]([N:19]3[CH2:24][CH2:23][N:22]([C:25]4[CH:30]=[CH:29][C:28]([OH:31])=[CH:27][CH:26]=4)[CH2:21][CH2:20]3)=[O:18])[CH:14]=[CH:13][CH:12]=2)[CH:6]=[CH:7][C:8]=1[O:9][CH3:10].[O:32]1[CH2:36][CH2:35]OC1=O.C(=O)([O-])[O-].[K+].[K+].Cl.C(=O)([O-])O.[Na+], predict the reaction product. The product is: [CH3:1][O:2][C:3]1[CH:4]=[C:5]([C:11]2[N:16]=[C:15]([C:17]([N:19]3[CH2:20][CH2:21][N:22]([C:25]4[CH:26]=[CH:27][C:28]([O:31][CH2:35][CH2:36][OH:32])=[CH:29][CH:30]=4)[CH2:23][CH2:24]3)=[O:18])[CH:14]=[CH:13][CH:12]=2)[CH:6]=[CH:7][C:8]=1[O:9][CH3:10]. (5) The product is: [OH:1][CH2:2][CH2:3][CH2:4][N:5]([CH2:6][C:7]([O:9][C:10]([CH3:13])([CH3:12])[CH3:11])=[O:8])[C:23](=[O:24])[C:22]([F:33])([F:32])[F:21]. Given the reactants [OH:1][CH2:2][CH2:3][CH2:4][NH:5][CH2:6][C:7]([O:9][C:10]([CH3:13])([CH3:12])[CH3:11])=[O:8].C(N(CC)CC)C.[F:21][C:22]([F:33])([F:32])[C:23](O[C:23](=[O:24])[C:22]([F:33])([F:32])[F:21])=[O:24], predict the reaction product. (6) Given the reactants [CH3:1][O:2][C:3]([O:7][CH3:8])([O:5][CH3:6])[CH3:4].[Cl:9]Cl, predict the reaction product. The product is: [Cl:9][CH2:4][C:3]([O:7][CH3:8])([O:5][CH3:6])[O:2][CH3:1]. (7) Given the reactants [CH2:1]([O:3][C:4](=[O:13])[C:5]1[CH:10]=[CH:9][C:8]([OH:11])=[CH:7][C:6]=1[F:12])[CH3:2].C(C1C=C(C)C=C(C(C)(C)C)N=1)(C)(C)C.[F:29][C:30]([F:43])([F:42])[S:31](O[S:31]([C:30]([F:43])([F:42])[F:29])(=[O:33])=[O:32])(=[O:33])=[O:32].C(OCC)(=O)C, predict the reaction product. The product is: [CH2:1]([O:3][C:4](=[O:13])[C:5]1[CH:10]=[CH:9][C:8]([O:11][S:31]([C:30]([F:43])([F:42])[F:29])(=[O:33])=[O:32])=[CH:7][C:6]=1[F:12])[CH3:2].